Dataset: Reaction yield outcomes from USPTO patents with 853,638 reactions. Task: Predict the reaction yield, written as a fraction of the theoretical maximum amount of product (1.0 means a 100% yield; for example, 0.34 means a 34% yield). The reactants are [CH3:1][O:2][C:3]1[CH:4]=[CH:5][CH:6]=[C:7]2[C:11]=1[NH:10][C:9]1[N:12]=[CH:13][C:14]([CH3:16])=[CH:15][C:8]2=1.CS(O)(=O)=O.[Br:22]N1C(=O)CCC1=O.S([O-])([O-])=O.[Na+].[Na+].[OH-].[Na+]. The catalyst is C(#N)C.O.CO. The product is [Br:22][C:6]1[CH:5]=[CH:4][C:3]([O:2][CH3:1])=[C:11]2[C:7]=1[C:8]1[CH:15]=[C:14]([CH3:16])[CH:13]=[N:12][C:9]=1[NH:10]2. The yield is 0.965.